Dataset: Forward reaction prediction with 1.9M reactions from USPTO patents (1976-2016). Task: Predict the product of the given reaction. (1) Given the reactants O1CCCC1CO.O.[Cl:9][C:10]1[CH:11]=[CH:12][C:13]2[N:19]3[CH:20]=[CH:21][CH:22]=[C:18]3[C@@H:17]([CH2:23][C:24]([N:26]3[CH2:31][CH2:30][CH:29]([CH2:32][C:33]([O:35]CC)=[O:34])[CH2:28][CH2:27]3)=[O:25])[S:16][C@H:15]([C:38]3[CH:43]=[CH:42][CH:41]=[C:40]([O:44][CH3:45])[C:39]=3[O:46][CH3:47])[C:14]=2[CH:48]=1.C(=O)([O-])[O-].[K+].[K+], predict the reaction product. The product is: [Cl:9][C:10]1[CH:11]=[CH:12][C:13]2[N:19]3[CH:20]=[CH:21][CH:22]=[C:18]3[C@@H:17]([CH2:23][C:24]([N:26]3[CH2:31][CH2:30][CH:29]([CH2:32][C:33]([OH:35])=[O:34])[CH2:28][CH2:27]3)=[O:25])[S:16][C@H:15]([C:38]3[CH:43]=[CH:42][CH:41]=[C:40]([O:44][CH3:45])[C:39]=3[O:46][CH3:47])[C:14]=2[CH:48]=1. (2) Given the reactants [Cl:1][C:2]1[CH:7]=[CH:6][C:5]([C:8]2[O:16][C:15]3[CH:14]=[CH:13][NH:12][C:11](=[O:17])[C:10]=3[CH:9]=2)=[CH:4][CH:3]=1.Br[C:19]1[CH:31]=[CH:30][C:22]([O:23][CH2:24][C:25]2([C:28]#[N:29])[CH2:27][CH2:26]2)=[C:21]([CH3:32])[CH:20]=1.CNCCNC.C(=O)([O-])[O-].[K+].[K+], predict the reaction product. The product is: [Cl:1][C:2]1[CH:3]=[CH:4][C:5]([C:8]2[O:16][C:15]3[CH:14]=[CH:13][N:12]([C:19]4[CH:31]=[CH:30][C:22]([O:23][CH2:24][C:25]5([C:28]#[N:29])[CH2:26][CH2:27]5)=[C:21]([CH3:32])[CH:20]=4)[C:11](=[O:17])[C:10]=3[CH:9]=2)=[CH:6][CH:7]=1. (3) The product is: [CH2:12]([C:16]1[CH:17]=[C:18]([NH:19][C:8]([C:5]2[C:4]([CH3:11])=[N:3][N:2]([CH3:1])[C:6]=2[CH3:7])=[O:9])[CH:20]=[CH:21][C:22]=1[C:23]([O:32][CH3:33])([C:24]([F:27])([F:25])[F:26])[C:28]([F:29])([F:30])[F:31])[CH:13]([CH3:15])[CH3:14]. Given the reactants [CH3:1][N:2]1[C:6]([CH3:7])=[C:5]([C:8](Cl)=[O:9])[C:4]([CH3:11])=[N:3]1.[CH2:12]([C:16]1[CH:17]=[C:18]([CH:20]=[CH:21][C:22]=1[C:23]([O:32][CH3:33])([C:28]([F:31])([F:30])[F:29])[C:24]([F:27])([F:26])[F:25])[NH2:19])[CH:13]([CH3:15])[CH3:14].C(N(CC)CC)C, predict the reaction product. (4) Given the reactants [C:1]([O:4][C@H:5]([CH3:34])[C:6](=O)[NH:7][C:8]1[C:9]([NH:26][CH:27]2[CH2:32][CH2:31][CH2:30][O:29][CH2:28]2)=[C:10]2[CH:16]=[CH:15][N:14]([S:17]([C:20]3[CH:25]=[CH:24][CH:23]=[CH:22][CH:21]=3)(=[O:19])=[O:18])[C:11]2=[N:12][CH:13]=1)(=[O:3])[CH3:2], predict the reaction product. The product is: [C:1]([O:4][C@@H:5]([C:6]1[N:26]([CH:27]2[CH2:32][CH2:31][CH2:30][O:29][CH2:28]2)[C:9]2=[C:10]3[CH:16]=[CH:15][N:14]([S:17]([C:20]4[CH:25]=[CH:24][CH:23]=[CH:22][CH:21]=4)(=[O:18])=[O:19])[C:11]3=[N:12][CH:13]=[C:8]2[N:7]=1)[CH3:34])(=[O:3])[CH3:2]. (5) Given the reactants [Cl:1][C:2]1[C:7]([C:8]2[CH:13]=[CH:12][CH:11]=[C:10]([CH2:14][CH3:15])[CH:9]=2)=[C:6]([C:16]([C@@H:26]2[CH2:31][CH2:30][CH2:29][N:28](C(OC(C)(C)C)=O)[CH2:27]2)([OH:25])[CH2:17][CH2:18][CH2:19][NH:20][C:21](=[O:24])[CH2:22][OH:23])[CH:5]=[CH:4][CH:3]=1.Cl, predict the reaction product. The product is: [Cl:1][C:2]1[C:7]([C:8]2[CH:13]=[CH:12][CH:11]=[C:10]([CH2:14][CH3:15])[CH:9]=2)=[C:6]([C:16]([OH:25])([C@@H:26]2[CH2:31][CH2:30][CH2:29][NH:28][CH2:27]2)[CH2:17][CH2:18][CH2:19][NH:20][C:21](=[O:24])[CH2:22][OH:23])[CH:5]=[CH:4][CH:3]=1. (6) Given the reactants [NH2:1][CH2:2][CH2:3][CH:4]1[CH2:9][CH2:8][N:7]([C:10]([O:12][CH2:13][C:14]2[CH:19]=[C:18]([Cl:20])[CH:17]=[C:16]([Cl:21])[CH:15]=2)=[O:11])[CH2:6][CH2:5]1.[NH:22]1[CH:26]=[C:25]([CH2:27][C:28](O)=[O:29])[N:24]=[N:23]1.CCN(C(C)C)C(C)C, predict the reaction product. The product is: [NH:22]1[CH:26]=[C:25]([CH2:27][C:28]([NH:1][CH2:2][CH2:3][CH:4]2[CH2:9][CH2:8][N:7]([C:10]([O:12][CH2:13][C:14]3[CH:19]=[C:18]([Cl:20])[CH:17]=[C:16]([Cl:21])[CH:15]=3)=[O:11])[CH2:6][CH2:5]2)=[O:29])[N:24]=[N:23]1. (7) Given the reactants [OH:1][C:2]1[CH:11]=[CH:10][C:5]2[C:6](=[O:9])[CH2:7][O:8][C:4]=2[C:3]=1[C:12]([OH:14])=O.O.ON1C2C=CC=CC=2N=N1.Cl.C(N=C=NCCCN(C)C)C.[C:38]([N:45]1[CH2:50][CH2:49][NH:48][CH2:47][CH2:46]1)([O:40][C:41]([CH3:44])([CH3:43])[CH3:42])=[O:39], predict the reaction product. The product is: [OH:1][C:2]1[CH:11]=[CH:10][C:5]2[C:6](=[O:9])[CH2:7][O:8][C:4]=2[C:3]=1[C:12]([N:48]1[CH2:47][CH2:46][N:45]([C:38]([O:40][C:41]([CH3:44])([CH3:43])[CH3:42])=[O:39])[CH2:50][CH2:49]1)=[O:14]. (8) Given the reactants [C:1]([C:3]1[CH:4]=[C:5]([CH:9]=[CH:10][CH:11]=1)[C:6]([OH:8])=O)#[N:2].CN(C(ON1N=NC2C=CC=CC1=2)=[N+](C)C)C.F[P-](F)(F)(F)(F)F.C1C=CC2N(O)N=NC=2C=1.CCN(C(C)C)C(C)C.[NH:55]1[CH2:60][CH2:59][CH:58]([C:61]2[C:69]3[C:64](=[CH:65][CH:66]=[CH:67][CH:68]=3)[NH:63][CH:62]=2)[CH2:57][CH2:56]1, predict the reaction product. The product is: [NH:63]1[C:64]2[C:69](=[CH:68][CH:67]=[CH:66][CH:65]=2)[C:61]([CH:58]2[CH2:59][CH2:60][N:55]([C:6]([C:5]3[CH:4]=[C:3]([CH:11]=[CH:10][CH:9]=3)[C:1]#[N:2])=[O:8])[CH2:56][CH2:57]2)=[CH:62]1.